This data is from Reaction yield outcomes from USPTO patents with 853,638 reactions. The task is: Predict the reaction yield, written as a fraction of the theoretical maximum amount of product (1.0 means a 100% yield; for example, 0.34 means a 34% yield). The reactants are [Cl:1][CH2:2][C:3]([CH2:5]Cl)=O.[F:7][C:8]1[CH:9]=[C:10]([CH:14]=[CH:15][CH:16]=1)[C:11]([NH2:13])=[O:12]. The catalyst is C1(C)C=CC=CC=1. The product is [Cl:1][CH2:2][C:3]1[N:13]=[C:11]([C:10]2[CH:14]=[CH:15][CH:16]=[C:8]([F:7])[CH:9]=2)[O:12][CH:5]=1. The yield is 0.390.